Dataset: NCI-60 drug combinations with 297,098 pairs across 59 cell lines. Task: Regression. Given two drug SMILES strings and cell line genomic features, predict the synergy score measuring deviation from expected non-interaction effect. (1) Drug 1: CC12CCC3C(C1CCC2O)C(CC4=C3C=CC(=C4)O)CCCCCCCCCS(=O)CCCC(C(F)(F)F)(F)F. Drug 2: CN(CC1=CN=C2C(=N1)C(=NC(=N2)N)N)C3=CC=C(C=C3)C(=O)NC(CCC(=O)O)C(=O)O. Cell line: SK-MEL-2. Synergy scores: CSS=-3.50, Synergy_ZIP=6.20, Synergy_Bliss=2.68, Synergy_Loewe=-11.8, Synergy_HSA=-4.69. (2) Cell line: KM12. Synergy scores: CSS=27.1, Synergy_ZIP=5.39, Synergy_Bliss=-0.702, Synergy_Loewe=-37.5, Synergy_HSA=-3.38. Drug 1: CCCS(=O)(=O)NC1=C(C(=C(C=C1)F)C(=O)C2=CNC3=C2C=C(C=N3)C4=CC=C(C=C4)Cl)F. Drug 2: CC1=C2C(C(=O)C3(C(CC4C(C3C(C(C2(C)C)(CC1OC(=O)C(C(C5=CC=CC=C5)NC(=O)OC(C)(C)C)O)O)OC(=O)C6=CC=CC=C6)(CO4)OC(=O)C)O)C)O. (3) Drug 1: CCC(=C(C1=CC=CC=C1)C2=CC=C(C=C2)OCCN(C)C)C3=CC=CC=C3.C(C(=O)O)C(CC(=O)O)(C(=O)O)O. Drug 2: CCC1(C2=C(COC1=O)C(=O)N3CC4=CC5=C(C=CC(=C5CN(C)C)O)N=C4C3=C2)O.Cl. Cell line: BT-549. Synergy scores: CSS=25.2, Synergy_ZIP=-1.03, Synergy_Bliss=-1.09, Synergy_Loewe=-10.4, Synergy_HSA=-1.26. (4) Drug 1: CC1=CC=C(C=C1)C2=CC(=NN2C3=CC=C(C=C3)S(=O)(=O)N)C(F)(F)F. Drug 2: CC1=C(C=C(C=C1)C(=O)NC2=CC(=CC(=C2)C(F)(F)F)N3C=C(N=C3)C)NC4=NC=CC(=N4)C5=CN=CC=C5. Cell line: T-47D. Synergy scores: CSS=1.64, Synergy_ZIP=0.179, Synergy_Bliss=1.25, Synergy_Loewe=-0.527, Synergy_HSA=-1.72. (5) Drug 1: C1CN(CCN1C(=O)CCBr)C(=O)CCBr. Drug 2: CS(=O)(=O)OCCCCOS(=O)(=O)C. Cell line: SNB-19. Synergy scores: CSS=12.2, Synergy_ZIP=-8.33, Synergy_Bliss=-0.857, Synergy_Loewe=-14.1, Synergy_HSA=-0.702. (6) Drug 1: CC1=C2C(C(=O)C3(C(CC4C(C3C(C(C2(C)C)(CC1OC(=O)C(C(C5=CC=CC=C5)NC(=O)OC(C)(C)C)O)O)OC(=O)C6=CC=CC=C6)(CO4)OC(=O)C)OC)C)OC. Drug 2: C1=C(C(=O)NC(=O)N1)N(CCCl)CCCl. Cell line: MALME-3M. Synergy scores: CSS=26.4, Synergy_ZIP=-10.9, Synergy_Bliss=-4.56, Synergy_Loewe=-3.87, Synergy_HSA=0.212. (7) Drug 1: CC12CCC3C(C1CCC2OP(=O)(O)O)CCC4=C3C=CC(=C4)OC(=O)N(CCCl)CCCl.[Na+]. Drug 2: CC1C(C(CC(O1)OC2CC(CC3=C2C(=C4C(=C3O)C(=O)C5=CC=CC=C5C4=O)O)(C(=O)C)O)N)O. Cell line: SK-MEL-28. Synergy scores: CSS=53.3, Synergy_ZIP=3.18, Synergy_Bliss=5.86, Synergy_Loewe=-15.2, Synergy_HSA=7.67. (8) Synergy scores: CSS=40.2, Synergy_ZIP=-0.106, Synergy_Bliss=-3.86, Synergy_Loewe=-31.9, Synergy_HSA=-2.81. Cell line: HCT116. Drug 1: C1=CN(C(=O)N=C1N)C2C(C(C(O2)CO)O)O.Cl. Drug 2: C1=NNC2=C1C(=O)NC=N2. (9) Drug 1: C(=O)(N)NO. Drug 2: C1=NC2=C(N=C(N=C2N1C3C(C(C(O3)CO)O)F)Cl)N. Cell line: UACC-257. Synergy scores: CSS=0.489, Synergy_ZIP=1.61, Synergy_Bliss=1.20, Synergy_Loewe=-0.886, Synergy_HSA=-1.03. (10) Drug 1: CS(=O)(=O)CCNCC1=CC=C(O1)C2=CC3=C(C=C2)N=CN=C3NC4=CC(=C(C=C4)OCC5=CC(=CC=C5)F)Cl. Drug 2: C(=O)(N)NO. Cell line: SK-MEL-28. Synergy scores: CSS=3.79, Synergy_ZIP=2.16, Synergy_Bliss=5.73, Synergy_Loewe=2.21, Synergy_HSA=2.68.